Task: Predict the reaction yield, written as a fraction of the theoretical maximum amount of product (1.0 means a 100% yield; for example, 0.34 means a 34% yield).. Dataset: Reaction yield outcomes from USPTO patents with 853,638 reactions (1) The reactants are [CH3:1][C:2]12[CH2:8][C:5]([CH3:9])([CH2:6][CH2:7]1)[CH2:4][C:3]2([CH3:13])[C:10]([OH:12])=[O:11].S(Cl)(Cl)=O.[CH2:18](Cl)Cl. No catalyst specified. The product is [CH3:18][O:11][C:10]([C:3]1([CH3:13])[CH2:4][C:5]2([CH3:9])[CH2:8][C:2]1([CH3:1])[CH2:7][CH2:6]2)=[O:12]. The yield is 0.450. (2) The reactants are [C:1]([C:5]1[CH:10]=[CH:9][C:8]([C:11]2[S:12](=C=O)[CH:13]=[C:14]([CH3:17])[C:15]=2[OH:16])=[CH:7][CH:6]=1)([CH3:4])([CH3:3])[CH3:2].[Si]([O:27][CH2:28][C:29]1[CH:38]=[CH:37][C:32]([C:33]([NH:35][NH2:36])=[O:34])=[CH:31][C:30]=1[N+:39]([O-:41])=[O:40])(C(C)(C)C)(C)C.O.[C:43]1(C)C=CC(S(O)(=O)=O)=CC=1. The catalyst is C(O)(C)C. The product is [C:1]([C:5]1[CH:6]=[CH:7][C:8]([C:11]2[S:12][CH:13]=[C:14]([C:17](=[N:36][NH:35][C:33](=[O:34])[C:32]3[CH:37]=[CH:38][C:29]([CH2:28][OH:27])=[C:30]([N+:39]([O-:41])=[O:40])[CH:31]=3)[CH3:43])[C:15]=2[OH:16])=[CH:9][CH:10]=1)([CH3:2])([CH3:3])[CH3:4]. The yield is 0.730. (3) The reactants are [C:1]([C:4]1[C:13]2[C:8](=[CH:9][CH:10]=[CH:11][CH:12]=2)[CH:7]=[N:6][C:5]=1[N:14]([CH2:27][C:28]1[CH:33]=[CH:32][C:31]([O:34][C:35]([F:38])([F:37])[F:36])=[CH:30][CH:29]=1)[S:15]([C:18]1[CH:26]=[CH:25][C:21]([C:22]([OH:24])=[O:23])=[CH:20][CH:19]=1)(=[O:17])=[O:16])(=[O:3])[CH3:2].[BH4-].[Na+].Cl. The catalyst is C(O)C. The product is [OH:3][CH:1]([C:4]1[C:13]2[C:8](=[CH:9][CH:10]=[CH:11][CH:12]=2)[CH:7]=[N:6][C:5]=1[N:14]([CH2:27][C:28]1[CH:29]=[CH:30][C:31]([O:34][C:35]([F:38])([F:37])[F:36])=[CH:32][CH:33]=1)[S:15]([C:18]1[CH:26]=[CH:25][C:21]([C:22]([OH:24])=[O:23])=[CH:20][CH:19]=1)(=[O:17])=[O:16])[CH3:2]. The yield is 0.870. (4) The reactants are [C:1]([O:4][C@H:5]1[O:18][C@H:17]([CH2:19][O:20][C:21](=[O:23])[CH3:22])[C@@H:12]([O:13][C:14](=[O:16])[CH3:15])[C@H:7]([O:8][C:9](=[O:11])[CH3:10])[C@H:6]1[N:24]=[N+]=[N-])(=[O:3])[CH3:2]. The catalyst is CCOC(C)=O.[Pd]. The product is [C:1]([O:4][C@H:5]1[O:18][C@H:17]([CH2:19][O:20][C:21](=[O:23])[CH3:22])[C@@H:12]([O:13][C:14](=[O:16])[CH3:15])[C@H:7]([O:8][C:9](=[O:11])[CH3:10])[C@H:6]1[NH2:24])(=[O:3])[CH3:2]. The yield is 1.00. (5) The reactants are [CH3:1][C:2](=[CH:5][CH:6]=[CH:7][C:8]([CH3:22])=[CH:9][CH:10]=[CH:11][CH:12]=[C:13]([CH3:21])[CH:14]=[CH:15][CH:16]=[C:17]([CH3:20])[CH2:18][OH:19])[CH2:3][OH:4]. The catalyst is C(Cl)Cl.[O-2].[O-2].[Mn+4]. The product is [CH3:20][C:17](=[CH:16][CH:15]=[CH:14][C:13]([CH3:21])=[CH:12][CH:11]=[CH:10][CH:9]=[C:8]([CH3:22])[CH:7]=[CH:6][CH:5]=[C:2]([CH3:1])[CH:3]=[O:4])[CH:18]=[O:19]. The yield is 0.730. (6) The reactants are [F:1][C:2]1[CH:3]=[CH:4][C:5]2[N:9]=[C:8]([C@@H:10]([NH2:13])[CH2:11][CH3:12])[N:7]([C:14]3[CH:15]=[N:16][CH:17]=[C:18]([F:20])[CH:19]=3)[C:6]=2[CH:21]=1.[NH2:22][C:23]1[C:28]([C:29]#[N:30])=[C:27](Cl)[N:26]=[CH:25][N:24]=1.CCN(C(C)C)C(C)C. The catalyst is CC(O)C. The product is [NH2:22][C:23]1[C:28]([C:29]#[N:30])=[C:27]([NH:13][C@H:10]([C:8]2[N:7]([C:14]3[CH:15]=[N:16][CH:17]=[C:18]([F:20])[CH:19]=3)[C:6]3[CH:21]=[C:2]([F:1])[CH:3]=[CH:4][C:5]=3[N:9]=2)[CH2:11][CH3:12])[N:26]=[CH:25][N:24]=1. The yield is 0.640. (7) The reactants are [CH3:1][C:2]1[O:3][CH:4]=[CH:5][C:6]=1[CH3:7].[Br:8][C:9]1[CH:16]=[CH:15][C:12]([CH2:13]Br)=[CH:11][CH:10]=1. The catalyst is C1COCC1. The product is [Br:8][C:9]1[CH:16]=[CH:15][C:12]([CH2:13][C:4]2[O:3][C:2]([CH3:1])=[C:6]([CH3:7])[CH:5]=2)=[CH:11][CH:10]=1. The yield is 0.410.